This data is from Forward reaction prediction with 1.9M reactions from USPTO patents (1976-2016). The task is: Predict the product of the given reaction. (1) Given the reactants [Cl:1][C:2]1[N:3]=[N:4][C:5]([Cl:8])=[CH:6][CH:7]=1.[Li+].[Cl-].C([Cu])#N.[F:14][C:15]1[CH:23]=[CH:22][C:18]([C:19](Cl)=[O:20])=[CH:17][CH:16]=1, predict the reaction product. The product is: [Cl:1][C:2]1[N:3]=[N:4][C:5]([Cl:8])=[CH:6][C:7]=1[C:19]([C:18]1[CH:22]=[CH:23][C:15]([F:14])=[CH:16][CH:17]=1)=[O:20]. (2) Given the reactants [C:1]([O:5][C:6]([N:8]1[CH2:12][C@@H:11]([NH:13][CH2:14][CH2:15][NH:16][C:17]2[CH:22]=[CH:21][C:20]([C:23]#[N:24])=[CH:19][N:18]=2)[CH2:10][C@H:9]1[C:25]([N:27]1[CH2:31][CH2:30][S:29][CH2:28]1)=[O:26])=[O:7])([CH3:4])([CH3:3])[CH3:2].C(N(CC)CC)C.[C:39](Cl)(=[O:41])[CH3:40].C(=O)([O-])O.[Na+], predict the reaction product. The product is: [C:39]([N:13]([C@@H:11]1[CH2:12][N:8]([C:6]([O:5][C:1]([CH3:4])([CH3:2])[CH3:3])=[O:7])[C@H:9]([C:25]([N:27]2[CH2:31][CH2:30][S:29][CH2:28]2)=[O:26])[CH2:10]1)[CH2:14][CH2:15][NH:16][C:17]1[CH:22]=[CH:21][C:20]([C:23]#[N:24])=[CH:19][N:18]=1)(=[O:41])[CH3:40]. (3) Given the reactants [CH3:1][N:2]1[CH:6]=[C:5]([N:7]2[CH:12]=[CH:11][C:10](=[O:13])[C:9]([CH2:14][C:15]3[CH:16]=[C:17]([C:21]4[N:26]=[CH:25][C:24]([CH:27]5[CH2:32][CH2:31][N:30](C(OC(C)(C)C)=O)[CH2:29][CH2:28]5)=[CH:23][N:22]=4)[CH:18]=[CH:19][CH:20]=3)=[N:8]2)[CH:4]=[N:3]1.Cl, predict the reaction product. The product is: [CH3:1][N:2]1[CH:6]=[C:5]([N:7]2[CH:12]=[CH:11][C:10](=[O:13])[C:9]([CH2:14][C:15]3[CH:20]=[CH:19][CH:18]=[C:17]([C:21]4[N:26]=[CH:25][C:24]([CH:27]5[CH2:32][CH2:31][NH:30][CH2:29][CH2:28]5)=[CH:23][N:22]=4)[CH:16]=3)=[N:8]2)[CH:4]=[N:3]1.